Dataset: Forward reaction prediction with 1.9M reactions from USPTO patents (1976-2016). Task: Predict the product of the given reaction. (1) Given the reactants [CH:1]1[C:10]2[C:5](=[CH:6][CH:7]=[CH:8][CH:9]=2)[CH:4]=[CH:3][C:2]=1[OH:11].C([O-])([O-])=O.[K+].[K+].Br[CH2:19][CH2:20][Cl:21], predict the reaction product. The product is: [CH:1]1[C:10]2[C:5](=[CH:6][CH:7]=[CH:8][CH:9]=2)[CH:4]=[CH:3][C:2]=1[O:11][CH2:19][CH2:20][Cl:21]. (2) Given the reactants C([Li])#[C:2][CH3:3].[C:5]([N:13]1[CH2:18][CH2:17][N:16]([C:19](=[O:37])[C:20]([C:22]2[C:30]3[C:25](=[C:26]([C:31]4[CH:36]=NC=CN=4)[CH:27]=[CH:28][N:29]=3)[NH:24][CH:23]=2)=[O:21])[C@H:15]([CH3:38])[CH2:14]1)(=[O:12])[C:6]1[CH:11]=[CH:10][CH:9]=[CH:8][CH:7]=1.[O:39]1CCCC1, predict the reaction product. The product is: [C:5]([N:13]1[CH2:18][CH2:17][N:16]([C:19](=[O:37])[C:20]([C:22]2[C:30]3[C:25](=[C:26]([C:31]([CH2:36][C:2]#[CH:3])=[O:39])[CH:27]=[CH:28][N:29]=3)[NH:24][CH:23]=2)=[O:21])[C@H:15]([CH3:38])[CH2:14]1)(=[O:12])[C:6]1[CH:7]=[CH:8][CH:9]=[CH:10][CH:11]=1. (3) The product is: [C:1]([O:5][C:6](=[O:23])[NH:7][C@H:8]1[CH2:13][CH2:12][C@@H:11]([NH:14][C:15]2[C:20]([CH3:21])=[CH:19][N:18]=[C:17]([N:25]([CH3:26])[CH3:24])[N:16]=2)[CH2:10][CH2:9]1)([CH3:4])([CH3:3])[CH3:2]. Given the reactants [C:1]([O:5][C:6](=[O:23])[NH:7][C@H:8]1[CH2:13][CH2:12][C@@H:11]([NH:14][C:15]2[C:20]([CH3:21])=[CH:19][N:18]=[C:17](Cl)[N:16]=2)[CH2:10][CH2:9]1)([CH3:4])([CH3:3])[CH3:2].[CH3:24][NH:25][CH3:26].CCN(C(C)C)C(C)C, predict the reaction product. (4) Given the reactants C[O-].[Na+].CO.C([O:9][C@@H:10]1[C@@H:16]([CH2:17][O:18]C(=O)C)[O:15][C@H:13]([CH3:14])[CH:12]=[CH:11]1)(=O)C, predict the reaction product. The product is: [CH3:14][C@H:13]1[O:15][C@H:16]([CH2:17][OH:18])[C@@H:10]([OH:9])[CH:11]=[CH:12]1. (5) Given the reactants [CH:1]([C:5]1[CH:6]=[CH:7][C:8]2[O:12][C:11]3([OH:21])[C:13]4[C:18]([C:19](=[O:20])[C:10]3([OH:22])[C:9]=2[CH:23]=1)=[CH:17][CH:16]=[CH:15][CH:14]=4)([CH2:3][CH3:4])[CH3:2].[C:24]([OH:27])(=O)[CH3:25].N1C=CC=CC=1.C1C[O:37][CH2:36][CH2:35]1, predict the reaction product. The product is: [C:36]([O:12][C:8]1[CH:7]=[CH:6][C:5]([CH:1]([CH2:3][CH3:4])[CH3:2])=[CH:23][C:9]=1[C:10]1([O:22][C:24](=[O:27])[CH3:25])[C:11](=[O:21])[C:13]2[C:18](=[CH:17][CH:16]=[CH:15][CH:14]=2)[C:19]1=[O:20])(=[O:37])[CH3:35]. (6) Given the reactants [OH:1][C@@:2]1([C:9]#[C:10][C:11]2[CH:12]=[C:13]([N:17]3[C:25]4[C:20](=[CH:21][CH:22]=[CH:23][CH:24]=4)[C:19]([C:26]([O:28]C)=O)=[N:18]3)[CH:14]=[CH:15][CH:16]=2)[CH2:6][CH2:5][N:4]([CH3:7])[C:3]1=[O:8].[NH3:30], predict the reaction product. The product is: [OH:1][C@@:2]1([C:9]#[C:10][C:11]2[CH:12]=[C:13]([N:17]3[C:25]4[C:20](=[CH:21][CH:22]=[CH:23][CH:24]=4)[C:19]([C:26]([NH2:30])=[O:28])=[N:18]3)[CH:14]=[CH:15][CH:16]=2)[CH2:6][CH2:5][N:4]([CH3:7])[C:3]1=[O:8]. (7) Given the reactants ClC(Cl)(Cl)[C:3]([C:5]1[N:14]2[C:8]([CH2:9][N:10]([C:19]([C:21]3[CH:26]=[CH:25][C:24]([C:27]4[C:32]([CH3:33])=[CH:31][CH:30]=[CH:29][C:28]=4[CH3:34])=[C:23]([CH3:35])[CH:22]=3)=[O:20])[C:11]3[CH:18]=[CH:17][CH:16]=[CH:15][C:12]=3[CH2:13]2)=[CH:7][CH:6]=1)=[O:4].[CH3:38][C:39]1[O:43][N:42]=[C:41]([CH2:44][NH2:45])[CH:40]=1.CS(C)=O.C(N(CC)CC)C, predict the reaction product. The product is: [CH3:38][C:39]1[O:43][N:42]=[C:41]([CH2:44][NH:45][C:3]([C:5]2[N:14]3[C:8]([CH2:9][N:10]([C:19]([C:21]4[CH:26]=[CH:25][C:24]([C:27]5[C:28]([CH3:34])=[CH:29][CH:30]=[CH:31][C:32]=5[CH3:33])=[C:23]([CH3:35])[CH:22]=4)=[O:20])[C:11]4[CH:18]=[CH:17][CH:16]=[CH:15][C:12]=4[CH2:13]3)=[CH:7][CH:6]=2)=[O:4])[CH:40]=1.